This data is from Reaction yield outcomes from USPTO patents with 853,638 reactions. The task is: Predict the reaction yield, written as a fraction of the theoretical maximum amount of product (1.0 means a 100% yield; for example, 0.34 means a 34% yield). (1) The reactants are [C:1]([O:5][C:6]([N:8]1[CH2:13][CH2:12][CH2:11][CH:10]([OH:14])[CH2:9]1)=[O:7])([CH3:4])([CH3:3])[CH3:2].CC(OI1(OC(C)=O)(OC(C)=O)OC(=O)C2C=CC=CC1=2)=O.C([O-])(O)=O.[Na+].S([O-])([O-])(=O)=S.[Na+].[Na+]. The catalyst is C(Cl)Cl. The product is [C:1]([O:5][C:6]([N:8]1[CH2:13][CH2:12][CH2:11][C:10](=[O:14])[CH2:9]1)=[O:7])([CH3:4])([CH3:2])[CH3:3]. The yield is 0.950. (2) The reactants are [Cl:1][C:2]1[CH:7]=[CH:6][C:5]([S:8]([N:11]([C@H:20]([CH2:24][CH:25]([CH3:27])[CH3:26])[C:21]([NH2:23])=[O:22])[CH2:12][C:13]2[CH:18]=[CH:17][C:16]([NH2:19])=[CH:15][CH:14]=2)(=[O:10])=[O:9])=[CH:4][CH:3]=1.[CH3:28]CN(CC)CC.COS(OC)(=O)=O. The yield is 0.460. The catalyst is C1(C)C=CC=CC=1. The product is [Cl:1][C:2]1[CH:3]=[CH:4][C:5]([S:8]([N:11]([C@H:20]([CH2:24][CH:25]([CH3:27])[CH3:26])[C:21]([NH2:23])=[O:22])[CH2:12][C:13]2[CH:18]=[CH:17][C:16]([NH:19][CH3:28])=[CH:15][CH:14]=2)(=[O:9])=[O:10])=[CH:6][CH:7]=1.